From a dataset of Catalyst prediction with 721,799 reactions and 888 catalyst types from USPTO. Predict which catalyst facilitates the given reaction. (1) The catalyst class is: 3. Product: [C:34]([C:35]1([NH:40][C:8](=[O:9])[C@@H:7]([NH:11][C@@H:12]([C:17]2[CH:18]=[CH:19][CH:20]=[CH:21][CH:22]=2)[C:13]([F:15])([F:14])[F:16])[CH2:6][C:5]([F:23])([F:24])[CH2:4][CH:1]2[CH2:3][CH2:2]2)[CH2:37][CH2:36]1)#[N:39]. Reactant: [CH:1]1([CH2:4][C:5]([F:24])([F:23])[CH2:6][C@H:7]([NH:11][C@@H:12]([C:17]2[CH:22]=[CH:21][CH:20]=[CH:19][CH:18]=2)[C:13]([F:16])([F:15])[F:14])[C:8](O)=[O:9])[CH2:3][CH2:2]1.CN(C(ON1N=[N:40][C:35]2[CH:36]=[CH:37]C=[N:39][C:34]1=2)=[N+](C)C)C.F[P-](F)(F)(F)(F)F.CCN(C(C)C)C(C)C.Cl.C(C1CC1)#N. (2) Reactant: [ClH:1].CCOCC.[CH2:7]([O:14][C:15]1[CH:20]=[CH:19][N:18]([C:21]2[CH:29]=[C:28]3[C:24]([C:25]4[CH2:34][CH2:33][N:32]([CH2:35][CH2:36][N:37]5[CH2:41][CH2:40][CH2:39][CH2:38]5)[CH2:31][C:26]=4[N:27]3[CH3:30])=[CH:23][CH:22]=2)[C:17](=[O:42])[CH:16]=1)[C:8]1[CH:13]=[CH:12][CH:11]=[CH:10][CH:9]=1. Product: [ClH:1].[CH2:7]([O:14][C:15]1[CH:20]=[CH:19][N:18]([C:21]2[CH:29]=[C:28]3[C:24]([C:25]4[CH2:34][CH2:33][N:32]([CH2:35][CH2:36][N:37]5[CH2:38][CH2:39][CH2:40][CH2:41]5)[CH2:31][C:26]=4[N:27]3[CH3:30])=[CH:23][CH:22]=2)[C:17](=[O:42])[CH:16]=1)[C:8]1[CH:13]=[CH:12][CH:11]=[CH:10][CH:9]=1. The catalyst class is: 2. (3) Reactant: [NH2:1][C:2]1[C:3]([CH3:8])=[CH:4][CH:5]=[CH:6][CH:7]=1.CO[C:11]1[C:12](=O)[C:13](=[O:17])[C:14]=1[O:15]C.C(N(CC)CC)C.[Cl:26][C:27]1[CH:32]=[CH:31][C:30]([NH:33][C:34]([N:36]2[CH2:41][CH2:40][NH:39][CH2:38][CH:37]2[C:42]2[CH:47]=[CH:46][CH:45]=[CH:44][CH:43]=2)=[O:35])=[CH:29][CH:28]=1. Product: [Cl:26][C:27]1[CH:28]=[CH:29][C:30]([NH:33][C:34]([N:36]2[CH2:41][CH2:40][N:39]([C:11]3[C:14](=[O:15])[C:13](=[O:17])[C:12]=3[NH:1][C:2]3[CH:7]=[CH:6][CH:5]=[CH:4][C:3]=3[CH3:8])[CH2:38][CH:37]2[C:42]2[CH:43]=[CH:44][CH:45]=[CH:46][CH:47]=2)=[O:35])=[CH:31][CH:32]=1. The catalyst class is: 5. (4) Reactant: [Cl:1][C:2]1[CH:3]=[C:4]([C:12]2[O:16][N:15]=[C:14]([C:17]3[CH:18]=[C:19]4[C:23](=[CH:24][CH:25]=3)[NH:22][CH:21]=[CH:20]4)[N:13]=2)[CH:5]=[CH:6][C:7]=1[O:8][CH:9]([CH3:11])[CH3:10].C([O-])([O-])=O.[K+].[K+].Br[CH2:33][CH2:34][C:35]([O:37][CH2:38][CH3:39])=[O:36]. Product: [Cl:1][C:2]1[CH:3]=[C:4]([C:12]2[O:16][N:15]=[C:14]([C:17]3[CH:18]=[C:19]4[C:23](=[CH:24][CH:25]=3)[N:22]([CH2:33][CH2:34][C:35]([O:37][CH2:38][CH3:39])=[O:36])[CH:21]=[CH:20]4)[N:13]=2)[CH:5]=[CH:6][C:7]=1[O:8][CH:9]([CH3:11])[CH3:10]. The catalyst class is: 3. (5) Reactant: [Br:1][C:2]1[CH:9]=[CH:8][C:5]([C:6]#[N:7])=[CH:4][N:3]=1.[CH2:10]([Mg]Br)[CH3:11].C1COCC1. Product: [Br:1][C:2]1[N:3]=[CH:4][C:5]([C:6]2([NH2:7])[CH2:11][CH2:10]2)=[CH:8][CH:9]=1. The catalyst class is: 33. (6) Reactant: [OH:1][C:2]1[CH:7]=[CH:6][C:5]([N:8]2[C:12]([CH3:14])([CH3:13])[C:11](=N)[N:10]([C:16]3[CH:23]=[CH:22][C:19]([C:20]#[N:21])=[C:18]([C:24]([F:27])([F:26])[F:25])[CH:17]=3)[C:9]2=[S:28])=[CH:4][CH:3]=1.C[OH:30].O. Product: [OH:1][C:2]1[CH:3]=[CH:4][C:5]([N:8]2[C:12]([CH3:13])([CH3:14])[C:11](=[O:30])[N:10]([C:16]3[CH:23]=[CH:22][C:19]([C:20]#[N:21])=[C:18]([C:24]([F:25])([F:26])[F:27])[CH:17]=3)[C:9]2=[S:28])=[CH:6][CH:7]=1. The catalyst class is: 33.